Predict the reactants needed to synthesize the given product. From a dataset of Full USPTO retrosynthesis dataset with 1.9M reactions from patents (1976-2016). (1) Given the product [CH3:6][N:5]1[CH2:1][CH2:2][N:5]([C:6]([C:8]2[CH:9]=[C:10]3[C:18](=[CH:19][CH:20]=2)[NH:17][C:16]2[C:15](=[O:21])[CH2:14][CH2:13][CH2:12][C:11]3=2)=[O:7])[CH2:1][CH2:2]1, predict the reactants needed to synthesize it. The reactants are: [CH2:1]([NH:5][C:6]([C:8]1[CH:9]=[C:10]2[C:18](=[CH:19][CH:20]=1)[NH:17][C:16]1[C:15](=[O:21])[CH2:14][CH2:13][CH2:12][C:11]2=1)=[O:7])[CH:2](C)C. (2) Given the product [NH2:1][C:2]1[CH:3]=[CH:4][C:5]([C:8]2[N:10]=[C:14]([OH:13])[C:15]([Cl:19])=[C:16]([CH3:18])[N:9]=2)=[N:6][CH:7]=1, predict the reactants needed to synthesize it. The reactants are: [NH2:1][C:2]1[CH:3]=[CH:4][C:5]([C:8]([NH2:10])=[NH:9])=[N:6][CH:7]=1.C([O:13][C:14](=O)[CH:15]([Cl:19])[C:16]([CH3:18])=O)C.C(=O)([O-])[O-].[Na+].[Na+]. (3) Given the product [C:12]([O:11][C:9]([NH:16][C@@:17]12[CH2:24][C:23](=[CH2:25])[CH2:22][C@@H:21]1[CH2:20][N:19]([C@@H:26]([C:28]1[CH:33]=[CH:32][CH:31]=[CH:30][CH:29]=1)[CH3:27])[CH2:18]2)=[O:10])([CH3:13])([CH3:14])[CH3:15], predict the reactants needed to synthesize it. The reactants are: [C:9](O[C:9]([O:11][C:12]([CH3:15])([CH3:14])[CH3:13])=[O:10])([O:11][C:12]([CH3:15])([CH3:14])[CH3:13])=[O:10].[NH2:16][C@@:17]12[CH2:24][C:23](=[CH2:25])[CH2:22][C@@H:21]1[CH2:20][N:19]([C@@H:26]([C:28]1[CH:33]=[CH:32][CH:31]=[CH:30][CH:29]=1)[CH3:27])[CH2:18]2. (4) Given the product [NH2:41][C:36]1[CH:37]=[CH:38][CH:39]=[CH:40][C:35]=1[CH2:34][CH:33]([C@H:23]1[O:22][CH2:21][C@@H:20]([CH2:19][O:18][Si:1]([C:14]([CH3:17])([CH3:15])[CH3:16])([C:2]2[CH:3]=[CH:4][CH:5]=[CH:6][CH:7]=2)[C:8]2[CH:13]=[CH:12][CH:11]=[CH:10][CH:9]=2)[N:25]([C:26]([O:28][C:29]([CH3:32])([CH3:31])[CH3:30])=[O:27])[CH2:24]1)[F:44], predict the reactants needed to synthesize it. The reactants are: [Si:1]([O:18][CH2:19][C@H:20]1[N:25]([C:26]([O:28][C:29]([CH3:32])([CH3:31])[CH3:30])=[O:27])[CH2:24][C@@H:23]([CH:33]([F:44])[CH2:34][C:35]2[CH:40]=[CH:39][CH:38]=[CH:37][C:36]=2[N+:41]([O-])=O)[O:22][CH2:21]1)([C:14]([CH3:17])([CH3:16])[CH3:15])([C:8]1[CH:13]=[CH:12][CH:11]=[CH:10][CH:9]=1)[C:2]1[CH:7]=[CH:6][CH:5]=[CH:4][CH:3]=1.C1COCC1.CO.O. (5) Given the product [CH3:16][N:17]1[C:21](=[O:22])[C:2]2[C:11](=[CH:10][CH:5]=[C:4]([C:12]([O:14][CH3:15])=[O:13])[CH:3]=2)[NH:20][C:18]1=[O:19], predict the reactants needed to synthesize it. The reactants are: Br[C:2]1[CH:3]=[C:4]([C:12]([O:14][CH3:15])=[O:13])[C:5](=[CH:10][CH:11]=1)C(OC)=O.[CH3:16][NH:17][C:18]([NH2:20])=[O:19].[C:21](=O)([O-])[O-:22].[Cs+].[Cs+].C1(P(C2C=CC=CC=2)C2C3OC4C(=CC=CC=4P(C4C=CC=CC=4)C4C=CC=CC=4)C(C)(C)C=3C=CC=2)C=CC=CC=1. (6) Given the product [C:1]([O:5][C:6]([N:8]1[CH2:13][CH2:12][CH:11]([C:14]2[C:23]3[C:18](=[CH:19][C:20]([N:38]4[CH2:37][CH2:36][NH:35][C:34]4=[O:39])=[CH:21][CH:22]=3)[N:17]=[CH:16][N:15]=2)[CH2:10][CH2:9]1)=[O:7])([CH3:4])([CH3:3])[CH3:2], predict the reactants needed to synthesize it. The reactants are: [C:1]([O:5][C:6]([N:8]1[CH2:13][CH2:12][CH:11]([C:14]2[C:23]3[C:18](=[CH:19][C:20](F)=[CH:21][CH:22]=3)[N:17]=[CH:16][N:15]=2)[CH2:10][CH2:9]1)=[O:7])([CH3:4])([CH3:3])[CH3:2].Cl.C(O[C:34](=[O:39])[NH:35][CH2:36][CH2:37][NH2:38])C1C=CC=CC=1.C([O-])([O-])=O.[K+].[K+]. (7) Given the product [C:18]([O:20][N:57]1[C:62](=[O:63])[CH2:61][CH2:60][C:58]1=[O:59])(=[O:19])[CH2:17][CH2:16][CH2:15][CH2:14][CH2:13][CH2:12][CH2:11][CH2:10][CH2:9][CH2:8][CH2:7][CH2:6][CH2:5][CH2:4][CH2:3][CH2:2][C:1]([O:22][CH2:23][C:24]1[CH:29]=[CH:28][CH:27]=[CH:26][CH:25]=1)=[O:21], predict the reactants needed to synthesize it. The reactants are: [C:1]([O:22][CH2:23][C:24]1[CH:29]=[CH:28][CH:27]=[CH:26][CH:25]=1)(=[O:21])[CH2:2][CH2:3][CH2:4][CH2:5][CH2:6][CH2:7][CH2:8][CH2:9][CH2:10][CH2:11][CH2:12][CH2:13][CH2:14][CH2:15][CH2:16][CH2:17][C:18]([O-:20])=[O:19].C1COCC1.CCN(C(C)C)C(C)C.[B-](F)(F)(F)F.CN(C(O[N:57]1[C:62](=[O:63])[CH2:61][CH2:60][C:58]1=[O:59])=[N+](C)C)C.